This data is from Catalyst prediction with 721,799 reactions and 888 catalyst types from USPTO. The task is: Predict which catalyst facilitates the given reaction. (1) Reactant: [CH2:1]([C:5]1[CH:12]=[CH:11][CH:10]=[CH:9][C:6]=1[CH:7]=[O:8])[CH2:2][CH:3]=[CH2:4].[BH4-].[Na+]. Product: [CH2:1]([C:5]1[CH:12]=[CH:11][CH:10]=[CH:9][C:6]=1[CH2:7][OH:8])[CH2:2][CH:3]=[CH2:4]. The catalyst class is: 5. (2) Reactant: Cl[C:2]1[CH:7]=[CH:6][CH:5]=[CH:4][C:3]=1[C:8]1[C:13]([Cl:14])=[CH:12][C:11]([C:15]([N:17]2[C:23]3[CH:24]=[CH:25][CH:26]=[CH:27][C:22]=3[CH2:21][N:20]3[C:28]([C:31](O)=[O:32])=[CH:29][CH:30]=[C:19]3[CH2:18]2)=[O:16])=[C:10]([O:34][CH3:35])[CH:9]=1.[CH3:36][N:37]1[CH2:42][CH2:41][CH:40]([NH:43][CH3:44])[CH2:39][CH2:38]1.ON1C2C=CC=CC=2N=N1.[ClH:55].CN(C)CCCN=C=NCC.C(N(CC)C(C)C)(C)C. Product: [Cl:55][C:2]1[CH:7]=[CH:6][CH:5]=[CH:4][C:3]=1[C:8]1[C:13]([Cl:14])=[CH:12][C:11]([C:15]([N:17]2[C:23]3[CH:24]=[CH:25][CH:26]=[CH:27][C:22]=3[CH2:21][N:20]3[C:28]([C:31]([N:43]([CH3:44])[CH:40]4[CH2:41][CH2:42][N:37]([CH3:36])[CH2:38][CH2:39]4)=[O:32])=[CH:29][CH:30]=[C:19]3[CH2:18]2)=[O:16])=[C:10]([O:34][CH3:35])[CH:9]=1. The catalyst class is: 22.